Dataset: Peptide-MHC class I binding affinity with 185,985 pairs from IEDB/IMGT. Task: Regression. Given a peptide amino acid sequence and an MHC pseudo amino acid sequence, predict their binding affinity value. This is MHC class I binding data. (1) The peptide sequence is NFFVFIHMVR. The MHC is HLA-A31:01 with pseudo-sequence HLA-A31:01. The binding affinity (normalized) is 0.730. (2) The peptide sequence is CFMYSDFHF. The MHC is HLA-B15:09 with pseudo-sequence HLA-B15:09. The binding affinity (normalized) is 0.0847. (3) The peptide sequence is ELKRQLADL. The MHC is HLA-A01:01 with pseudo-sequence HLA-A01:01. The binding affinity (normalized) is 0.0847. (4) The MHC is HLA-B07:02 with pseudo-sequence HLA-B07:02. The binding affinity (normalized) is 0.0847. The peptide sequence is YAEISFMLW. (5) The peptide sequence is TEAEKWPFF. The MHC is HLA-B40:02 with pseudo-sequence HLA-B40:02. The binding affinity (normalized) is 0.658. (6) The peptide sequence is IEIKDTKEAL. The MHC is HLA-B51:01 with pseudo-sequence HLA-B51:01. The binding affinity (normalized) is 0. (7) The peptide sequence is KVDDTFYYV. The MHC is HLA-A02:06 with pseudo-sequence HLA-A02:06. The binding affinity (normalized) is 0.753. (8) The peptide sequence is SQISNTEMY. The MHC is HLA-A24:03 with pseudo-sequence HLA-A24:03. The binding affinity (normalized) is 0.213. (9) The peptide sequence is RYRMRHLSK. The MHC is HLA-B44:02 with pseudo-sequence HLA-B44:02. The binding affinity (normalized) is 0.0847. (10) The binding affinity (normalized) is 0. The MHC is HLA-A30:02 with pseudo-sequence HLA-A30:02. The peptide sequence is KAELEEGVY.